Task: Predict the reactants needed to synthesize the given product.. Dataset: Full USPTO retrosynthesis dataset with 1.9M reactions from patents (1976-2016) (1) Given the product [CH3:1][N:2]([CH2:4][C:5]1[C:13]2[O:12][N:11]=[C:10]([CH2:14][CH2:15][CH:16]3[CH2:17][CH2:18][N:19]([CH2:33][C:29]4[S:28][CH:32]=[CH:31][CH:30]=4)[CH2:20][CH2:21]3)[C:9]=2[CH:8]=[CH:7][C:6]=1[C:22]1[CH:27]=[CH:26][CH:25]=[CH:24][CH:23]=1)[CH3:3], predict the reactants needed to synthesize it. The reactants are: [CH3:1][N:2]([CH2:4][C:5]1[C:13]2[O:12][N:11]=[C:10]([CH2:14][CH2:15][CH:16]3[CH2:21][CH2:20][NH:19][CH2:18][CH2:17]3)[C:9]=2[CH:8]=[CH:7][C:6]=1[C:22]1[CH:27]=[CH:26][CH:25]=[CH:24][CH:23]=1)[CH3:3].[S:28]1[CH:32]=[CH:31][CH:30]=[C:29]1[CH:33]=O. (2) Given the product [CH2:17]([CH:1]1[O:2][C:3]2=[CH:4][S:5][CH:6]=[C:7]2[O:8][CH2:9]1)[CH2:18][CH2:19][CH2:20][CH2:21][CH2:22][CH2:23][CH2:24][CH2:25][CH3:26], predict the reactants needed to synthesize it. The reactants are: [CH3:1][O:2][C:3]1[C:7]([O:8][CH3:9])=[CH:6][S:5][CH:4]=1.C1(C)C=CC=CC=1.[CH2:17](O)[C@@H:18](O)[CH2:19][CH2:20][CH2:21][CH2:22][CH2:23][CH2:24][CH2:25][CH2:26]CC.N#N. (3) Given the product [F:33][C:2]([F:1])([F:34])[C:3]([NH:5][C@@H:6]([CH3:32])[C@H:7]([O:14][C:15]1[CH:16]=[C:17]2[C:21](=[CH:22][CH:23]=1)[N:20]([C:24]1[CH:29]=[CH:28][CH:27]=[C:26]([CH2:30][N:53]3[CH2:58][CH2:57][O:56][CH2:55][CH2:54]3)[CH:25]=1)[N:19]=[CH:18]2)[C:8]1[CH:13]=[CH:12][CH:11]=[CH:10][CH:9]=1)=[O:4], predict the reactants needed to synthesize it. The reactants are: [F:1][C:2]([F:34])([F:33])[C:3]([NH:5][C@@H:6]([CH3:32])[C@H:7]([O:14][C:15]1[CH:16]=[C:17]2[C:21](=[CH:22][CH:23]=1)[N:20]([C:24]1[CH:29]=[CH:28][CH:27]=[C:26]([CH2:30]O)[CH:25]=1)[N:19]=[CH:18]2)[C:8]1[CH:13]=[CH:12][CH:11]=[CH:10][CH:9]=1)=[O:4].C(N(CC)CC)C.CS(Cl)(=O)=O.OS([O-])(=O)=O.[K+].[NH:53]1[CH2:58][CH2:57][O:56][CH2:55][CH2:54]1.